From a dataset of Reaction yield outcomes from USPTO patents with 853,638 reactions. Predict the reaction yield, written as a fraction of the theoretical maximum amount of product (1.0 means a 100% yield; for example, 0.34 means a 34% yield). (1) The reactants are [CH3:1][O:2][C:3]1[CH:4]=[C:5]([NH:15][C:16]2[S:17][C:18]([CH:21]([C:23]3[CH:28]=[CH:27][CH:26]=[CH:25][CH:24]=3)O)=[CH:19][N:20]=2)[CH:6]=[CH:7][C:8]=1[N:9]1[CH:13]=[C:12]([CH3:14])[N:11]=[CH:10]1.C(Cl)Cl. No catalyst specified. The product is [CH2:21]([C:18]1[S:17][C:16]([NH:15][C:5]2[CH:6]=[CH:7][C:8]([N:9]3[CH:13]=[C:12]([CH3:14])[N:11]=[CH:10]3)=[C:3]([O:2][CH3:1])[CH:4]=2)=[N:20][CH:19]=1)[C:23]1[CH:24]=[CH:25][CH:26]=[CH:27][CH:28]=1. The yield is 0.980. (2) The reactants are [C:1]([O:5][C:6]([N:8]1[CH2:12][CH2:11][CH2:10][CH:9]1[CH2:13][NH:14][C:15]1[N:20]=[C:19]([O:21][CH3:22])[C:18]([N+:23]([O-])=O)=[C:17]([O:26][CH3:27])[N:16]=1)=[O:7])([CH3:4])([CH3:3])[CH3:2]. The catalyst is C(O)C. The product is [C:1]([O:5][C:6]([N:8]1[CH2:12][CH2:11][CH2:10][CH:9]1[CH2:13][NH:14][C:15]1[N:20]=[C:19]([O:21][CH3:22])[C:18]([NH2:23])=[C:17]([O:26][CH3:27])[N:16]=1)=[O:7])([CH3:4])([CH3:3])[CH3:2]. The yield is 0.990. (3) The reactants are [Mg].Br[C:3]1[CH:4]=[C:5]([C:9]2[CH:18]=[CH:17][C:16]3[C:11](=CC=CC=3)[CH:10]=2)[CH:6]=[CH:7][CH:8]=1.[C:19]1(=[O:29])[O:24][C:22](=[O:23])[C:21]2=[CH:25][CH:26]=[CH:27][CH:28]=[C:20]12.Cl. The catalyst is CCOCC.C1C=CC=CC=1. The product is [C:5]1([C:9]2[CH:18]=[C:17]([CH:16]=[CH:11][CH:10]=2)[C:22]([C:21]2[CH:25]=[CH:26][CH:27]=[CH:28][C:20]=2[C:19]([OH:24])=[O:29])=[O:23])[CH:6]=[CH:7][CH:8]=[CH:3][CH:4]=1. The yield is 0.690. (4) The reactants are [CH3:1][O:2][C:3]1[CH:12]=[C:11]2[C:6]([CH2:7][C:8](=O)[CH2:9][O:10]2)=[CH:5][CH:4]=1.[CH2:14]([NH2:17])[CH2:15][CH3:16].C(O)(=O)C.C(O[BH-](OC(=O)C)OC(=O)C)(=O)C.[Na+].[OH-].[Na+]. The catalyst is ClCCl.O. The product is [CH3:1][O:2][C:3]1[CH:12]=[C:11]2[C:6]([CH2:7][CH:8]([NH:17][CH2:14][CH2:15][CH3:16])[CH2:9][O:10]2)=[CH:5][CH:4]=1. The yield is 0.920.